Dataset: Peptide-MHC class I binding affinity with 185,985 pairs from IEDB/IMGT. Task: Regression. Given a peptide amino acid sequence and an MHC pseudo amino acid sequence, predict their binding affinity value. This is MHC class I binding data. The peptide sequence is LMDALKLSI. The MHC is HLA-A02:01 with pseudo-sequence HLA-A02:01. The binding affinity (normalized) is 0.659.